Task: Regression. Given a peptide amino acid sequence and an MHC pseudo amino acid sequence, predict their binding affinity value. This is MHC class II binding data.. Dataset: Peptide-MHC class II binding affinity with 134,281 pairs from IEDB (1) The peptide sequence is AASGAATVAAGGYKV. The MHC is DRB1_0301 with pseudo-sequence DRB1_0301. The binding affinity (normalized) is 0. (2) The binding affinity (normalized) is 0. The MHC is HLA-DQA10201-DQB10303 with pseudo-sequence HLA-DQA10201-DQB10303. The peptide sequence is DIVEVDRDTARRHLA. (3) The peptide sequence is KRRLGLMSLSCQSVC. The MHC is DRB1_0101 with pseudo-sequence DRB1_0101. The binding affinity (normalized) is 0.698.